From a dataset of Reaction yield outcomes from USPTO patents with 853,638 reactions. Predict the reaction yield, written as a fraction of the theoretical maximum amount of product (1.0 means a 100% yield; for example, 0.34 means a 34% yield). (1) The reactants are Br.[N:2]1[CH:7]=[CH:6][CH:5]=[C:4]([O:8][C:9]2[CH:14]=[CH:13][C:12]([C:15]3[O:19][C:18]([NH2:20])=[N:17][N:16]=3)=[CH:11][CH:10]=2)[CH:3]=1.[F:21][C:22]([F:33])([F:32])[C:23]1[CH:24]=[C:25]([CH:29]=[CH:30][CH:31]=1)[C:26](Cl)=[O:27]. The catalyst is N1C=CC=CC=1.CO. The product is [N:2]1[CH:7]=[CH:6][CH:5]=[C:4]([O:8][C:9]2[CH:10]=[CH:11][C:12]([C:15]3[O:19][C:18]([NH:20][C:26](=[O:27])[C:25]4[CH:29]=[CH:30][CH:31]=[C:23]([C:22]([F:21])([F:32])[F:33])[CH:24]=4)=[N:17][N:16]=3)=[CH:13][CH:14]=2)[CH:3]=1. The yield is 0.234. (2) The reactants are [CH3:1][O:2][C:3]1[CH:8]=[CH:7][C:6]([C@H:9]2[CH2:11][C@@H:10]2[CH2:12][OH:13])=[CH:5][CH:4]=1.Cl[C:15]1[CH:20]=[CH:19][N:18]2[C:21]([CH2:24][CH:25]3[CH2:27][CH2:26]3)=[N:22][N:23]=[C:17]2[C:16]=1[C:28]([F:31])([F:30])[F:29]. The product is [CH:25]1([CH2:24][C:21]2[N:18]3[CH:19]=[CH:20][C:15]([O:13][CH2:12][C@H:10]4[CH2:11][C@@H:9]4[C:6]4[CH:7]=[CH:8][C:3]([O:2][CH3:1])=[CH:4][CH:5]=4)=[C:16]([C:28]([F:29])([F:30])[F:31])[C:17]3=[N:23][N:22]=2)[CH2:27][CH2:26]1. The yield is 0.0600. No catalyst specified. (3) The reactants are [Cl:1][C:2]1[CH:3]=[N:4][N:5]([CH2:15][CH3:16])[C:6]=1[C:7]1[CH:8]=[C:9]([C:12]([OH:14])=O)[S:10][CH:11]=1.[NH2:17][C@@H:18]([CH2:31][C:32]1[CH:37]=[CH:36][CH:35]=[CH:34][C:33]=1[C:38]([F:41])([F:40])[F:39])[CH2:19][N:20]1[C:28](=[O:29])[C:27]2[C:22](=[CH:23][CH:24]=[CH:25][CH:26]=2)[C:21]1=[O:30].CCN(C(C)C)C(C)C.C1CN([P+](Br)(N2CCCC2)N2CCCC2)CC1.F[P-](F)(F)(F)(F)F. The catalyst is C(Cl)Cl. The yield is 0.910. The product is [Cl:1][C:2]1[CH:3]=[N:4][N:5]([CH2:15][CH3:16])[C:6]=1[C:7]1[CH:8]=[C:9]([C:12]([NH:17][C@@H:18]([CH2:31][C:32]2[CH:37]=[CH:36][CH:35]=[CH:34][C:33]=2[C:38]([F:41])([F:39])[F:40])[CH2:19][N:20]2[C:28](=[O:29])[C:27]3[C:22](=[CH:23][CH:24]=[CH:25][CH:26]=3)[C:21]2=[O:30])=[O:14])[S:10][CH:11]=1. (4) The product is [C:19]([O:6][CH2:1][C:2]#[C:3][CH2:4][N:13]1[CH2:18][CH2:17][CH:16]([CH2:28][C:7]2[CH:12]=[CH:11][CH:10]=[CH:9][CH:8]=2)[CH2:15][CH2:14]1)(=[O:26])[C:20]1[CH:25]=[CH:24][CH:23]=[CH:22][CH:21]=1. The yield is 0.100. No catalyst specified. The reactants are [CH2:1]([OH:6])[C:2]#[C:3][CH2:4]O.[CH:7]1[CH:12]=[CH:11][CH:10]=[CH:9][CH:8]=1.[N:13]1[CH:18]=[CH:17][CH:16]=[CH:15][CH:14]=1.[C:19](Cl)(=[O:26])[C:20]1[CH:25]=[CH:24][CH:23]=[CH:22][CH:21]=1.[CH:28](Cl)(Cl)Cl. (5) The reactants are [CH3:1][O:2][C:3](=[O:26])[CH:4]([C:9]1[CH:10]=[C:11]([C:16]2[CH:21]=[CH:20][C:19]([C:22]([F:25])([F:24])[F:23])=[CH:18][CH:17]=2)[CH:12]=[C:13]([OH:15])[CH:14]=1)[CH2:5][CH:6]([CH3:8])[CH3:7].[F:27][C:28]1[CH:33]=[CH:32][C:31](B(O)O)=[CH:30][CH:29]=1. No catalyst specified. The product is [CH3:1][O:2][C:3](=[O:26])[CH:4]([C:9]1[CH:10]=[C:11]([C:16]2[CH:17]=[CH:18][C:19]([C:22]([F:23])([F:25])[F:24])=[CH:20][CH:21]=2)[CH:12]=[C:13]([O:15][C:31]2[CH:32]=[CH:33][C:28]([F:27])=[CH:29][CH:30]=2)[CH:14]=1)[CH2:5][CH:6]([CH3:8])[CH3:7]. The yield is 0.430. (6) The reactants are [CH2:1]([O:8][C:9]1[CH:14]=[CH:13][C:12]([NH:15][C:16]2[C:25]3[C:20](=[CH:21][CH:22]=[C:23](Br)[CH:24]=3)[N:19]=[CH:18][N:17]=2)=[CH:11][CH:10]=1)[C:2]1[CH:7]=[CH:6][CH:5]=[CH:4][CH:3]=1.C([Sn](CCCC)(CCCC)[C:32]1[O:36][CH2:35][CH2:34][CH:33]=1)CCC. The catalyst is O1CCOCC1.Cl[Pd](Cl)([P](C1C=CC=CC=1)(C1C=CC=CC=1)C1C=CC=CC=1)[P](C1C=CC=CC=1)(C1C=CC=CC=1)C1C=CC=CC=1. The product is [CH2:1]([O:8][C:9]1[CH:14]=[CH:13][C:12]([NH:15][C:16]2[C:25]3[C:20](=[CH:21][CH:22]=[C:23]([C:35]4[O:36][CH2:32][CH2:33][CH:34]=4)[CH:24]=3)[N:19]=[CH:18][N:17]=2)=[CH:11][CH:10]=1)[C:2]1[CH:7]=[CH:6][CH:5]=[CH:4][CH:3]=1. The yield is 0.720. (7) The reactants are [Cl:1][C:2]1[CH:7]=[CH:6][C:5]([CH3:8])=[CH:4][C:3]=1[NH:9][C:10]1[N:15]2[N:16]=[CH:17][C:18]([S:19]([NH2:22])(=[O:21])=[O:20])=[C:14]2[N:13]=[CH:12][C:11]=1[C:23]([N:25]1[CH2:30][CH2:29][C:28]2([C:38]3[C:33](=[CH:34][CH:35]=[CH:36][CH:37]=3)[CH2:32][O:31]2)[CH2:27][CH2:26]1)=[O:24].[C:39](O)(=[O:41])[CH3:40]. No catalyst specified. The product is [Cl:1][C:2]1[CH:7]=[CH:6][C:5]([CH3:8])=[CH:4][C:3]=1[NH:9][C:10]1[N:15]2[N:16]=[CH:17][C:18]([S:19]([NH:22][C:39](=[O:41])[CH3:40])(=[O:20])=[O:21])=[C:14]2[N:13]=[CH:12][C:11]=1[C:23]([N:25]1[CH2:30][CH2:29][C:28]2([C:38]3[C:33](=[CH:34][CH:35]=[CH:36][CH:37]=3)[CH2:32][O:31]2)[CH2:27][CH2:26]1)=[O:24]. The yield is 0.390. (8) The reactants are [CH:1]1([C:7]2([C:28]([O:30][CH2:31][CH3:32])=[O:29])[CH2:12][CH2:11][N:10]([C:13](=[O:27])[C@H:14]([N:24]=[C:25]=[S:26])[CH2:15][C:16]3[CH:21]=[CH:20][C:19]([O:22][CH3:23])=[CH:18][CH:17]=3)[CH2:9][CH2:8]2)[CH2:6][CH2:5][CH2:4][CH2:3][CH2:2]1.[NH2:33][CH2:34][CH2:35][C:36]1[N:40]=[CH:39][NH:38][CH:37]=1.N12CCCN=C1CCCCC2.C(O)(=O)CC(CC(O)=O)(C(O)=O)O. The catalyst is CN(C=O)C. The product is [CH:1]1([C:7]2([C:28]([O:30][CH2:31][CH3:32])=[O:29])[CH2:12][CH2:11][N:10]([C:13](=[O:27])[C@H:14]([NH:24][C:25]([NH:33][CH2:34][CH2:35][C:36]3[N:40]=[CH:39][NH:38][CH:37]=3)=[S:26])[CH2:15][C:16]3[CH:17]=[CH:18][C:19]([O:22][CH3:23])=[CH:20][CH:21]=3)[CH2:9][CH2:8]2)[CH2:2][CH2:3][CH2:4][CH2:5][CH2:6]1. The yield is 0.530. (9) The reactants are FC(F)(F)C(O)=O.FC(F)(F)C(O)=O.[CH3:15][N:16]1[C:21]2[N:22]=[C:23]([N:27]3[CH2:32][CH2:31][NH:30][CH2:29][CH2:28]3)[NH:24][C:25](=[O:26])[C:20]=2[CH2:19][CH2:18][CH2:17]1.[CH3:33][O:34][C:35]1[CH:42]=[CH:41][CH:40]=[CH:39][C:36]=1[CH:37]=O.CN(C=O)C.C([BH3-])#N.[Na+]. The catalyst is CO. The product is [CH3:33][O:34][C:35]1[CH:42]=[CH:41][CH:40]=[CH:39][C:36]=1[CH2:37][N:30]1[CH2:31][CH2:32][N:27]([C:23]2[NH:24][C:25](=[O:26])[C:20]3[CH2:19][CH2:18][CH2:17][N:16]([CH3:15])[C:21]=3[N:22]=2)[CH2:28][CH2:29]1. The yield is 0.590.